Dataset: Forward reaction prediction with 1.9M reactions from USPTO patents (1976-2016). Task: Predict the product of the given reaction. (1) Given the reactants Br[C:2]1[CH:3]=[C:4]2[CH2:10][C@@:9]3([CH:15]4[CH2:16][CH2:17][N:12]([CH2:13][CH2:14]4)[CH2:11]3)[O:8][C:5]2=[N:6][CH:7]=1.[CH2:18]=[CH:19][C:20]1[CH:25]=[CH:24][CH:23]=[CH:22][CH:21]=1.C(N(CC)CC)C, predict the reaction product. The product is: [C:20]1(/[CH:19]=[CH:18]/[C:2]2[CH:3]=[C:4]3[CH2:10][C@@:9]4([CH:15]5[CH2:16][CH2:17][N:12]([CH2:13][CH2:14]5)[CH2:11]4)[O:8][C:5]3=[N:6][CH:7]=2)[CH:25]=[CH:24][CH:23]=[CH:22][CH:21]=1. (2) Given the reactants [C:1]([O:5][C:6](=[O:38])[NH:7][C:8]([C:10]1[CH:15]=[CH:14][C:13]([CH2:16][NH:17][C:18]([C@H:20]2[N:24]3[C:25](=[O:37])[C:26]([NH:29][CH2:30][C:31]4C=CC=CC=4)=[CH:27][N:28]=[C:23]3[CH2:22][CH2:21]2)=[O:19])=[CH:12][CH:11]=1)=[NH:9])([CH3:4])([CH3:3])[CH3:2].[C:39](OC(=O)NC(C1C=CC(CNC([C@H]2N3C(=O)C(N)=CN=C3CC2)=O)=CC=1)=N)(C)(C)[CH3:40].C(=O)C.[BH-](OC(C)=O)(OC(C)=O)OC(C)=O.[Na+], predict the reaction product. The product is: [C:1]([O:5][C:6](=[O:38])[NH:7][C:8]([C:10]1[CH:11]=[CH:12][C:13]([CH2:16][NH:17][C:18]([C@H:20]2[N:24]3[C:25](=[O:37])[C:26]([N:29]([CH2:39][CH3:40])[CH2:30][CH3:31])=[CH:27][N:28]=[C:23]3[CH2:22][CH2:21]2)=[O:19])=[CH:14][CH:15]=1)=[NH:9])([CH3:4])([CH3:3])[CH3:2]. (3) Given the reactants CS(C)=O.C(Cl)(=O)C(Cl)=O.[OH:11][CH2:12][C:13]12[N:19]([C:20]([O:22][C:23]([CH3:26])([CH3:25])[CH3:24])=[O:21])[CH:16]([CH2:17][CH2:18]1)[CH2:15][CH2:14]2.C(N(CC)CC)C, predict the reaction product. The product is: [CH:12]([C:13]12[N:19]([C:20]([O:22][C:23]([CH3:26])([CH3:25])[CH3:24])=[O:21])[CH:16]([CH2:17][CH2:18]1)[CH2:15][CH2:14]2)=[O:11]. (4) Given the reactants [OH:1][C:2]1[CH:9]=[CH:8][C:5]([CH:6]=[O:7])=[CH:4][CH:3]=1.Cl[CH2:11][CH2:12][CH2:13][CH2:14][CH2:15][CH2:16][CH2:17][CH2:18][OH:19].C(=O)([O-])[O-].[K+].[K+].[I-].[K+], predict the reaction product. The product is: [OH:19][CH2:18][CH2:17][CH2:16][CH2:15][CH2:14][CH2:13][CH2:12][CH2:11][O:1][C:2]1[CH:9]=[CH:8][C:5]([CH:6]=[O:7])=[CH:4][CH:3]=1.